The task is: Predict the reactants needed to synthesize the given product.. This data is from Full USPTO retrosynthesis dataset with 1.9M reactions from patents (1976-2016). (1) Given the product [CH3:1][O:2][C:3]1[C:4]([CH3:17])=[C:5]([CH:6]([C:29]2[CH:30]=[CH:31][C:26]([O:25][CH2:18][C:19]3[CH:24]=[CH:23][CH:22]=[CH:21][CH:20]=3)=[CH:27][CH:28]=2)[OH:7])[C:8]([O:15][CH3:16])=[C:9]([O:13][CH3:14])[C:10]=1[O:11][CH3:12], predict the reactants needed to synthesize it. The reactants are: [CH3:1][O:2][C:3]1[C:4]([CH3:17])=[C:5]([C:8]([O:15][CH3:16])=[C:9]([O:13][CH3:14])[C:10]=1[O:11][CH3:12])[CH:6]=[O:7].[CH2:18]([O:25][C:26]1[CH:31]=[CH:30][C:29](Br)=[CH:28][CH:27]=1)[C:19]1[CH:24]=[CH:23][CH:22]=[CH:21][CH:20]=1.[Mg].[Cl-].[NH4+]. (2) Given the product [CH3:38][S:39]([CH2:42][CH2:43][CH2:44][N:45]1[CH2:50][CH2:49][N:48]([CH:7]=[O:33])[CH2:47][CH2:46]1)(=[O:40])=[O:41], predict the reactants needed to synthesize it. The reactants are: C(C1C(Cl)=CC(C2NC(C3C=CC(Cl)=CC=3)(C)C(C3C=CC(Cl)=CC=3)(C)N=2)=[C:7]([O:33]CC)C=1)(C)(C)C.Cl.Cl.[CH3:38][S:39]([CH2:42][CH2:43][CH2:44][N:45]1[CH2:50][CH2:49][NH:48][CH2:47][CH2:46]1)(=[O:41])=[O:40]. (3) Given the product [N:2]1([CH2:8][C:9]23[CH2:17][CH:13]4[CH2:12][C:11]([NH:18][CH2:20][C:21]([N:23]5[CH2:27][CH2:26][CH2:25][C@H:24]5[C:28]#[N:29])=[O:22])([CH2:10]2)[CH:15]([CH2:14]4)[CH2:16]3)[CH2:7][CH2:6][S:5][CH2:4][CH2:3]1, predict the reactants needed to synthesize it. The reactants are: Cl.[N:2]1([CH2:8][C:9]23[CH2:17][CH:13]4[CH2:14][CH:15]([CH2:16]2)[C:11]([NH2:18])([CH2:12]4)[CH2:10]3)[CH2:7][CH2:6][S:5][CH2:4][CH2:3]1.Cl[CH2:20][C:21]([N:23]1[CH2:27][CH2:26][CH2:25][C@H:24]1[C:28]#[N:29])=[O:22].C([O-])([O-])=O.[K+].[K+]. (4) The reactants are: NC1C=CC(CN2CCN(C(OC(C)(C)C)=O)[C@H](C)C2)=CC=1.[CH3:23][C@H:24]1[CH2:29][N:28]([CH2:30][C:31]2[CH:36]=[CH:35][C:34]([NH:37][CH3:38])=[CH:33][CH:32]=2)[CH2:27][CH2:26][N:25]1[C:39]([O:41][C:42]([CH3:45])([CH3:44])[CH3:43])=[O:40].[BH4-].[Na+]. Given the product [CH3:23][C@@H:24]1[CH2:29][N:28]([CH2:30][C:31]2[CH:36]=[CH:35][C:34]([NH:37][CH3:38])=[CH:33][CH:32]=2)[CH2:27][CH2:26][N:25]1[C:39]([O:41][C:42]([CH3:43])([CH3:45])[CH3:44])=[O:40], predict the reactants needed to synthesize it. (5) Given the product [CH3:8][O:9][C:10]1[N:11]([CH2:32][C:33]2[CH:40]=[CH:39][C:36]([CH2:37][OH:38])=[CH:35][CH:34]=2)[C:12]2[C:17]([N:18]=1)=[C:16]([NH2:19])[N:15]=[C:14]([NH:20][CH2:21][CH2:22][O:23][CH3:24])[N:13]=2, predict the reactants needed to synthesize it. The reactants are: FC(F)(F)C(O)=O.[CH3:8][O:9][C:10]1[NH:18][C:17]2[C:12](=[N:13][C:14]([NH:20][CH2:21][CH2:22][O:23][CH3:24])=[N:15][C:16]=2[NH2:19])[N:11]=1.C([O-])([O-])=O.[K+].[K+].Cl[CH2:32][C:33]1[CH:40]=[CH:39][C:36]([CH2:37][OH:38])=[CH:35][CH:34]=1. (6) Given the product [Cl:31][C:32]1[CH:39]=[CH:38][CH:37]=[C:34]([C:35]#[N:36])[C:33]=1[N:40]1[C:44]2=[N:45][CH:46]=[N:47][C:48]([O:3][C@@H:4]([CH2:15][O:16][C@H:17]([CH3:30])[CH2:18][O:19][Si:20]([CH:27]([CH3:29])[CH3:28])([CH:21]([CH3:23])[CH3:22])[CH:24]([CH3:26])[CH3:25])[C:5]([NH:7][C:8]3[CH:13]=[CH:12][C:11]([CH3:14])=[CH:10][N:9]=3)=[O:6])=[C:43]2[CH:42]=[N:41]1, predict the reactants needed to synthesize it. The reactants are: [H-].[Na+].[OH:3][C@@H:4]([CH2:15][O:16][C@H:17]([CH3:30])[CH2:18][O:19][Si:20]([CH:27]([CH3:29])[CH3:28])([CH:24]([CH3:26])[CH3:25])[CH:21]([CH3:23])[CH3:22])[C:5]([NH:7][C:8]1[CH:13]=[CH:12][C:11]([CH3:14])=[CH:10][N:9]=1)=[O:6].[Cl:31][C:32]1[C:33]([N:40]2[C:44]3=[N:45][CH:46]=[N:47][C:48](Cl)=[C:43]3[CH:42]=[N:41]2)=[C:34]([CH:37]=[CH:38][CH:39]=1)[C:35]#[N:36].C(O)(=O)CC(CC(O)=O)(C(O)=O)O. (7) Given the product [C:8]([C:6]1[CH:5]=[C:4]([C:12]2[N:13]=[C:14]([CH:18]3[CH2:23][CH2:22][N:21]([C:24](=[O:35])[CH2:25][N:26]4[C:30]5=[N:31][CH:32]=[CH:33][CH:34]=[C:29]5[N:28]=[CH:27]4)[CH2:20][CH2:19]3)[S:15][C:16]=2[Cl:17])[CH:3]=[C:2]([CH:44]2[CH2:46][CH2:45]2)[CH:7]=1)([CH3:11])([CH3:10])[CH3:9], predict the reactants needed to synthesize it. The reactants are: Br[C:2]1[CH:3]=[C:4]([C:12]2[N:13]=[C:14]([CH:18]3[CH2:23][CH2:22][N:21]([C:24](=[O:35])[CH2:25][N:26]4[C:30]5=[N:31][CH:32]=[CH:33][CH:34]=[C:29]5[N:28]=[CH:27]4)[CH2:20][CH2:19]3)[S:15][C:16]=2[Cl:17])[CH:5]=[C:6]([C:8]([CH3:11])([CH3:10])[CH3:9])[CH:7]=1.P([O-])([O-])([O-])=O.[K+].[K+].[K+].[CH:44]1(B(O)O)[CH2:46][CH2:45]1.CCOC(C)=O. (8) Given the product [CH2:1]([O:5][C:6]([C:8]1[N:9]=[CH:10][C:11]2[C:16]([C:17]=1[OH:18])=[CH:15][C:14]([S:19][C:20]1[CH:25]=[CH:24][CH:23]=[CH:22][CH:21]=1)=[CH:13][CH:12]=2)=[O:7])[CH2:2][CH2:3][CH3:4], predict the reactants needed to synthesize it. The reactants are: [CH2:1]([O:5][C:6]([C:8]1[N:9]=[C:10](Br)[C:11]2[C:16]([C:17]=1[OH:18])=[CH:15][C:14]([S:19][C:20]1[CH:25]=[CH:24][CH:23]=[CH:22][CH:21]=1)=[CH:13][CH:12]=2)=[O:7])[CH2:2][CH2:3][CH3:4].I. (9) Given the product [C:16]([O:20][C:21](=[O:27])[NH:22][CH2:23][C@H:24]([OH:25])[CH2:26][NH:1][C:2]1[CH:3]=[C:4]2[C:8](=[C:9]([F:11])[CH:10]=1)[N:7]([CH:12]([CH3:13])[CH3:14])[C:6](=[O:15])[CH2:5]2)([CH3:18])([CH3:17])[CH3:19], predict the reactants needed to synthesize it. The reactants are: [NH2:1][C:2]1[CH:3]=[C:4]2[C:8](=[C:9]([F:11])[CH:10]=1)[N:7]([CH:12]([CH3:14])[CH3:13])[C:6](=[O:15])[CH2:5]2.[C:16]([O:20][C:21](=[O:27])[NH:22][CH2:23][C@H:24]1[CH2:26][O:25]1)([CH3:19])([CH3:18])[CH3:17].FC(F)(F)S([O-])(=O)=O.[Li+].